The task is: Predict the reaction yield, written as a fraction of the theoretical maximum amount of product (1.0 means a 100% yield; for example, 0.34 means a 34% yield).. This data is from Reaction yield outcomes from USPTO patents with 853,638 reactions. The reactants are [CH:1]1([CH2:6][CH:7]([C:11]2[CH:16]=[CH:15][C:14]([N+:17]([O-:19])=[O:18])=[CH:13][CH:12]=2)[C:8]([OH:10])=O)[CH2:5][CH2:4][CH2:3][CH2:2]1.C(Cl)(=O)C(Cl)=O.[CH3:26][O:27][C:28](=[O:36])[C:29]1[CH:34]=[CH:33][C:32]([NH2:35])=[N:31][CH:30]=1.C(N(CC)C(C)C)(C)C. The catalyst is C(Cl)Cl.CN(C)C=O.O1CCCC1. The product is [CH3:26][O:27][C:28](=[O:36])[C:29]1[CH:34]=[CH:33][C:32]([NH:35][C:8](=[O:10])[CH:7]([C:11]2[CH:16]=[CH:15][C:14]([N+:17]([O-:19])=[O:18])=[CH:13][CH:12]=2)[CH2:6][CH:1]2[CH2:2][CH2:3][CH2:4][CH2:5]2)=[N:31][CH:30]=1. The yield is 0.446.